From a dataset of Forward reaction prediction with 1.9M reactions from USPTO patents (1976-2016). Predict the product of the given reaction. (1) The product is: [CH3:35][C:10]1([CH2:9][OH:8])[S:16][CH2:15][CH2:14][N:13]2[C:17]([C:20]3([C:23]4[CH:24]=[CH:25][C:26]([C:29]5[C:30]([CH3:34])=[N:31][NH:32][CH:33]=5)=[CH:27][CH:28]=4)[CH2:22][CH2:21]3)=[N:18][N:19]=[C:12]2[CH2:11]1. Given the reactants [Si]([O:8][CH2:9][C:10]1([CH3:35])[S:16][CH2:15][CH2:14][N:13]2[C:17]([C:20]3([C:23]4[CH:28]=[CH:27][C:26]([C:29]5[C:30]([CH3:34])=[N:31][NH:32][CH:33]=5)=[CH:25][CH:24]=4)[CH2:22][CH2:21]3)=[N:18][N:19]=[C:12]2[CH2:11]1)(C(C)(C)C)(C)C.Cl, predict the reaction product. (2) Given the reactants [Cl:1][C:2]1[CH:3]=[N:4][C:5]([C:8]2[CH:13]=[CH:12][C:11]([CH:14]([NH:21][C:22]3[CH:40]=[CH:39][C:25]([C:26]([N:28]4[CH2:33][CH2:32][CH2:31][C@@H:30]([C:34]([O:36]CC)=[O:35])[CH2:29]4)=[O:27])=[CH:24][CH:23]=3)[CH2:15][CH2:16][C:17]([F:20])([F:19])[F:18])=[C:10]([CH3:41])[CH:9]=2)=[N:6][CH:7]=1.C(O)C.[OH-].[Na+].Cl, predict the reaction product. The product is: [Cl:1][C:2]1[CH:3]=[N:4][C:5]([C:8]2[CH:13]=[CH:12][C:11]([CH:14]([NH:21][C:22]3[CH:40]=[CH:39][C:25]([C:26]([N:28]4[CH2:33][CH2:32][CH2:31][C@@H:30]([C:34]([OH:36])=[O:35])[CH2:29]4)=[O:27])=[CH:24][CH:23]=3)[CH2:15][CH2:16][C:17]([F:19])([F:18])[F:20])=[C:10]([CH3:41])[CH:9]=2)=[N:6][CH:7]=1. (3) Given the reactants Cl.[Cl:2][C:3]1[CH:8]=[CH:7][CH:6]=[CH:5][C:4]=1[N:9]1[CH2:14][CH2:13][NH:12][CH2:11][CH2:10]1.[C:15]1([C:23]2[CH:28]=[CH:27][CH:26]=[CH:25][CH:24]=2)[C:16]([CH:21]=O)=[CH:17][CH:18]=[CH:19][CH:20]=1.[BH-](OC(C)=O)(OC(C)=O)OC(C)=O.[Na+].C1(C2C=CC=CC=2)C=CC=CC=1CN1CCN(C2C=CC=CC=2)CC1, predict the reaction product. The product is: [C:15]1([C:23]2[CH:24]=[CH:25][CH:26]=[CH:27][CH:28]=2)[CH:20]=[CH:19][CH:18]=[CH:17][C:16]=1[CH2:21][N:12]1[CH2:13][CH2:14][N:9]([C:4]2[CH:5]=[CH:6][CH:7]=[CH:8][C:3]=2[Cl:2])[CH2:10][CH2:11]1. (4) The product is: [OH:50][C:43]1([C:40]2[N:41]=[CH:42][C:37]([C:16]3[CH:15]=[CH:14][C:13]([C@@H:11]([N:7]4[CH2:6][CH2:5][C@:4]([CH2:3][C:2]([OH:1])([CH3:34])[CH3:35])([C:28]5[CH:33]=[CH:32][CH:31]=[CH:30][CH:29]=5)[O:9][C:8]4=[O:10])[CH3:12])=[CH:18][CH:17]=3)=[CH:38][CH:39]=2)[CH2:47][CH2:46][N:45]([CH3:48])[C:44]1=[O:49]. Given the reactants [OH:1][C:2]([CH3:35])([CH3:34])[CH2:3][C@@:4]1([C:28]2[CH:33]=[CH:32][CH:31]=[CH:30][CH:29]=2)[O:9][C:8](=[O:10])[N:7]([C@H:11]([C:13]2[CH:18]=[CH:17][C:16](B3OC(C)(C)C(C)(C)O3)=[CH:15][CH:14]=2)[CH3:12])[CH2:6][CH2:5]1.Br[C:37]1[CH:38]=[CH:39][C:40]([C:43]2([OH:50])[CH2:47][CH2:46][N:45]([CH3:48])[C:44]2=[O:49])=[N:41][CH:42]=1, predict the reaction product. (5) Given the reactants Br[C:2]1[S:10][C:9]2[C:8](=[O:11])[NH:7][C:6]([C:12]3[CH:17]=[CH:16][CH:15]=[CH:14][C:13]=3[Cl:18])=[N:5][C:4]=2[CH:3]=1.[CH3:19][C:20]1[C:24](B2OC(C)(C)C(C)(C)O2)=[CH:23][N:22](C(OC(C)(C)C)=O)[N:21]=1.C(=O)([O-])[O-].[Na+].[Na+].COCCOC, predict the reaction product. The product is: [Cl:18][C:13]1[CH:14]=[CH:15][CH:16]=[CH:17][C:12]=1[C:6]1[NH:7][C:8](=[O:11])[C:9]2[S:10][C:2]([C:24]3[CH:23]=[N:22][NH:21][C:20]=3[CH3:19])=[CH:3][C:4]=2[N:5]=1. (6) Given the reactants [Cl:1][C:2]1[CH:3]=[C:4]([C:9]2([C:15]([OH:17])=O)[CH2:14][CH2:13][CH2:12][CH2:11][CH2:10]2)[CH:5]=[CH:6][C:7]=1[Cl:8].[CH2:18]([NH2:20])[CH3:19], predict the reaction product. The product is: [Cl:1][C:2]1[CH:3]=[C:4]([C:9]2([C:15]([NH:20][CH2:18][CH3:19])=[O:17])[CH2:10][CH2:11][CH2:12][CH2:13][CH2:14]2)[CH:5]=[CH:6][C:7]=1[Cl:8]. (7) Given the reactants [CH3:1][O:2][CH2:3][CH2:4][O:5][C:6]1[C:7]([CH3:26])=[C:8]([C:16]([C:18]2[C:19]([CH3:25])=[N:20][N:21]([CH3:24])[C:22]=2[OH:23])=[O:17])[CH:9]=[CH:10][C:11]=1[S:12]([CH3:15])(=[O:14])=[O:13].C(=O)([O-])[O-].[K+].[K+].[C:33](=[O:40])([O:38][CH3:39])[O:34][CH:35](Cl)[CH3:36].O, predict the reaction product. The product is: [C:33](=[O:40])([O:38][CH3:39])[O:34][CH:35]([O:23][C:22]1[N:21]([CH3:24])[N:20]=[C:19]([CH3:25])[C:18]=1[C:16](=[O:17])[C:8]1[CH:9]=[CH:10][C:11]([S:12]([CH3:15])(=[O:14])=[O:13])=[C:6]([O:5][CH2:4][CH2:3][O:2][CH3:1])[C:7]=1[CH3:26])[CH3:36]. (8) Given the reactants [CH2:1]([CH:3]1[O:5][CH2:4]1)Cl.[C:6]([O-])([O-])=O.[Cs+].[Cs+].[O:12]1[C:17]2[CH:18]=[CH:19][CH:20]=[CH:21][C:16]=2[NH:15][C:14](=[O:22])[CH2:13]1.[CH2:23]([CH:28]1[CH2:34][CH:33]2N[CH:30]([CH2:31][CH2:32]2)[CH2:29]1)[CH2:24][CH2:25][CH2:26][CH3:27], predict the reaction product. The product is: [OH:5][C@H:3]([CH2:1][CH:6]1[CH:33]2[CH2:32][CH2:31][C@H:30]1[CH2:29][CH:28]([CH2:23][CH2:24][CH2:25][CH2:26][CH3:27])[CH2:34]2)[CH2:4][N:15]1[C:16]2[CH:21]=[CH:20][CH:19]=[CH:18][C:17]=2[O:12][CH2:13][C:14]1=[O:22]. (9) Given the reactants [NH2:1][C:2]1[CH:10]=[CH:9][CH:8]=[C:7]([Cl:11])[C:3]=1[C:4]([NH2:6])=O.[Cl-:12].[N:13]1([C:19]([O:21][CH2:22][CH3:23])=[O:20])[CH2:18][CH2:17][NH:16][CH2:15][CH2:14]1, predict the reaction product. The product is: [Cl:11][C:7]1[CH:8]=[CH:9][CH:10]=[C:2]2[C:3]=1[C:4]([N:16]1[CH2:17][CH2:18][N:13]([C:19]([O:21][CH2:22][CH3:23])=[O:20])[CH2:14][CH2:15]1)=[N:6][C:4]([C:3]1[CH:7]=[CH:8][CH:9]=[CH:10][C:2]=1[Cl:12])=[N:1]2.